This data is from Forward reaction prediction with 1.9M reactions from USPTO patents (1976-2016). The task is: Predict the product of the given reaction. (1) Given the reactants [CH:1]1[C:9]2[C:8]3[CH:10]=[CH:11][CH:12]=[CH:13][C:7]=3[O:6][C:5]=2[CH:4]=[CH:3][CH:2]=1.[N+:14]([O-])([OH:16])=[O:15], predict the reaction product. The product is: [N+:14]([C:3]1[CH:2]=[CH:1][C:9]2[C:8]3[CH:10]=[CH:11][CH:12]=[CH:13][C:7]=3[O:6][C:5]=2[CH:4]=1)([O-:16])=[O:15]. (2) Given the reactants [Br:1][C:2]1[CH:3]=[N:4][CH:5]=[C:6](I)[CH:7]=1.[CH3:9][C:10]([O:13][C:14]([NH:16][CH:17]1[CH2:22][CH2:21][NH:20][CH2:19][CH2:18]1)=[O:15])([CH3:12])[CH3:11].C(=O)([O-])[O-].[Cs+].[Cs+].C(C1CCCCC1=O)(=O)C(C)C, predict the reaction product. The product is: [Br:1][C:2]1[CH:7]=[C:6]([N:20]2[CH2:19][CH2:18][CH:17]([NH:16][C:14](=[O:15])[O:13][C:10]([CH3:11])([CH3:9])[CH3:12])[CH2:22][CH2:21]2)[CH:5]=[N:4][CH:3]=1. (3) Given the reactants [Cl:1][C:2]1[CH:3]=[C:4]([C:10]([N:12]2[C:17]3[CH:18]=[CH:19][CH:20]=[CH:21][C:16]=3[O:15][CH2:14][CH2:13]2)=[O:11])[CH:5]=[C:6]([Cl:9])[C:7]=1[OH:8].C(N(CC)CC)C.[C:29](Cl)(=[O:31])[CH3:30], predict the reaction product. The product is: [C:29]([O:8][C:7]1[C:6]([Cl:9])=[CH:5][C:4]([C:10]([N:12]2[C:17]3[CH:18]=[CH:19][CH:20]=[CH:21][C:16]=3[O:15][CH2:14][CH2:13]2)=[O:11])=[CH:3][C:2]=1[Cl:1])(=[O:31])[CH3:30]. (4) Given the reactants [NH:1]([C:3]1[CH:11]=[CH:10][C:6]([C:7]([OH:9])=[O:8])=[CH:5][CH:4]=1)N.[CH:12]([C:15]([CH3:17])=O)([CH3:14])[CH3:13], predict the reaction product. The product is: [CH3:17][C:15]1[C:12]([CH3:14])([CH3:13])[C:11]2[C:3](=[CH:4][CH:5]=[C:6]([C:7]([OH:9])=[O:8])[CH:10]=2)[N:1]=1. (5) Given the reactants [F:1][C:2]1[CH:7]=[CH:6][C:5]([N:8]2[CH2:13][CH2:12][CH:11]([C:14]([OH:16])=O)[CH2:10][CH2:9]2)=[CH:4][CH:3]=1.S(Cl)([Cl:19])=O, predict the reaction product. The product is: [F:1][C:2]1[CH:7]=[CH:6][C:5]([N:8]2[CH2:13][CH2:12][CH:11]([C:14]([Cl:19])=[O:16])[CH2:10][CH2:9]2)=[CH:4][CH:3]=1.